This data is from Full USPTO retrosynthesis dataset with 1.9M reactions from patents (1976-2016). The task is: Predict the reactants needed to synthesize the given product. (1) The reactants are: C(OP([CH2:9][C:10]([O:12][CH2:13][CH3:14])=[O:11])(OCC)=O)C.[H-].[Na+].[Cl:17][C:18]1[CH:33]=[C:32]([Cl:34])[C:31]([OH:35])=[CH:30][C:19]=1[O:20][C:21]1[N:25]([CH3:26])[N:24]=[C:23]([CH3:27])[C:22]=1[CH:28]=O.[Cl-].[NH4+]. Given the product [Cl:17][C:18]1[CH:33]=[C:32]([Cl:34])[C:31]([OH:35])=[CH:30][C:19]=1[O:20][C:21]1[N:25]([CH3:26])[N:24]=[C:23]([CH3:27])[C:22]=1/[CH:28]=[CH:9]/[C:10]([O:12][CH2:13][CH3:14])=[O:11], predict the reactants needed to synthesize it. (2) Given the product [C:7]([C:6]1[CH:9]=[C:2]([B:15]([OH:20])[OH:16])[CH:3]=[CH:4][C:5]=1[O:10][CH2:11][CH:12]([CH3:14])[CH3:13])#[N:8], predict the reactants needed to synthesize it. The reactants are: Br[C:2]1[CH:3]=[CH:4][C:5]([O:10][CH2:11][CH:12]([CH3:14])[CH3:13])=[C:6]([CH:9]=1)[C:7]#[N:8].[B:15](OC(C)C)([O:20]C(C)C)[O:16]C(C)C.Cl. (3) Given the product [Si:5]([O:6][CH2:7][CH2:8][N:9]([C:38]#[N:37])[C:10]1[CH:11]=[CH:12][C:13]([NH:16][C:17]([C:19]2[CH:24]=[CH:23][C:22]([F:25])=[CH:21][C:20]=2[NH:26][C:27]([C:29]2[S:30][C:31]([Cl:34])=[CH:32][CH:33]=2)=[O:28])=[O:18])=[CH:14][CH:15]=1)([C:1]([CH3:4])([CH3:3])[CH3:2])([CH3:36])[CH3:35], predict the reactants needed to synthesize it. The reactants are: [C:1]([Si:5]([CH3:36])([CH3:35])[O:6][CH2:7][CH2:8][NH:9][C:10]1[CH:15]=[CH:14][C:13]([NH:16][C:17]([C:19]2[CH:24]=[CH:23][C:22]([F:25])=[CH:21][C:20]=2[NH:26][C:27]([C:29]2[S:30][C:31]([Cl:34])=[CH:32][CH:33]=2)=[O:28])=[O:18])=[CH:12][CH:11]=1)([CH3:4])([CH3:3])[CH3:2].[N:37]#[C:38]Br.C(=O)(O)[O-].[Na+]. (4) Given the product [CH2:25]([NH:27][CH2:2][C:3]([N:5]1[CH2:10][CH2:9][O:8][C:7]2[CH:11]=[C:12]([N+:15]([O-:17])=[O:16])[CH:13]=[CH:14][C:6]1=2)=[O:4])[CH3:26], predict the reactants needed to synthesize it. The reactants are: Cl[CH2:2][C:3]([N:5]1[CH2:10][CH2:9][O:8][C:7]2[CH:11]=[C:12]([N+:15]([O-:17])=[O:16])[CH:13]=[CH:14][C:6]1=2)=[O:4].C([O-])([O-])=O.[K+].[K+].Cl.[CH2:25]([NH2:27])[CH3:26]. (5) Given the product [Cl:1][C:2]1[C:7]([CH:8]=[N:14][OH:15])=[C:6]([Cl:10])[N:5]=[C:4]([S:11][CH3:12])[N:3]=1, predict the reactants needed to synthesize it. The reactants are: [Cl:1][C:2]1[C:7]([CH:8]=O)=[C:6]([Cl:10])[N:5]=[C:4]([S:11][CH3:12])[N:3]=1.Cl.[NH2:14][OH:15].[OH-].[Na+]. (6) Given the product [CH2:12]([NH:11][CH2:14][C:15]1[CH:20]=[C:19]([C:21]([F:24])([F:23])[F:22])[CH:18]=[CH:17][C:16]=1[C:25]1[CH:30]=[C:29]([F:31])[CH:28]=[C:27]([CH2:32][C:33]([OH:35])=[O:34])[CH:26]=1)[CH3:13], predict the reactants needed to synthesize it. The reactants are: C(OC([N:11]([CH2:14][C:15]1[CH:20]=[C:19]([C:21]([F:24])([F:23])[F:22])[CH:18]=[CH:17][C:16]=1[C:25]1[CH:30]=[C:29]([F:31])[CH:28]=[C:27]([CH2:32][C:33]([OH:35])=[O:34])[CH:26]=1)[CH2:12][CH3:13])=O)C1C=CC=CC=1. (7) Given the product [F:18][C:3]1[CH:4]=[C:5]([O:8][CH:9]2[CH2:14][CH2:13][N:12]([CH:15]([CH3:17])[CH3:16])[CH2:11][CH2:10]2)[CH:6]=[CH:7][C:2]=1[N:22]1[CH2:21][CH2:20][N:19]([C:25]([O:27][C:28]([CH3:31])([CH3:30])[CH3:29])=[O:26])[CH2:24][CH2:23]1, predict the reactants needed to synthesize it. The reactants are: Br[C:2]1[CH:7]=[CH:6][C:5]([O:8][CH:9]2[CH2:14][CH2:13][N:12]([CH:15]([CH3:17])[CH3:16])[CH2:11][CH2:10]2)=[CH:4][C:3]=1[F:18].[N:19]1([C:25]([O:27][C:28]([CH3:31])([CH3:30])[CH3:29])=[O:26])[CH2:24][CH2:23][NH:22][CH2:21][CH2:20]1. (8) Given the product [BrH:22].[CH3:8][C:6]1[CH:7]=[C:2]([CH3:1])[CH:3]=[CH:4][C:5]=1[S:9][C:10]1[CH:11]=[CH:12][CH:13]=[CH:14][C:15]=1[N:16]1[CH2:17][CH2:18][NH:19][CH2:20][CH2:21]1, predict the reactants needed to synthesize it. The reactants are: [CH3:1][C:2]1[CH:3]=[CH:4][C:5]([S:9][C:10]2[CH:11]=[CH:12][CH:13]=[CH:14][C:15]=2[N:16]2[CH2:21][CH2:20][NH:19][CH2:18][CH2:17]2)=[C:6]([CH3:8])[CH:7]=1.[BrH:22]. (9) Given the product [CH3:10][O:11][C:12]1[CH:13]=[C:14]2[C:19](=[CH:20][CH:21]=1)[N:18]([CH3:22])[CH2:17][CH:16]([C:23]1[NH:9][C:4]3[CH:3]=[C:2]([C:56]4[CH:47]=[CH:45][N:46]=[CH:50][CH:55]=4)[CH:7]=[CH:6][C:5]=3[N:8]=1)[CH2:15]2, predict the reactants needed to synthesize it. The reactants are: Br[C:2]1[CH:3]=[C:4]([NH2:9])[C:5]([NH2:8])=[CH:6][CH:7]=1.[CH3:10][O:11][C:12]1[CH:13]=[C:14]2[C:19](=[CH:20][CH:21]=1)[N:18]([CH3:22])[CH2:17][CH:16]([C:23](O)=O)[CH2:15]2.O1C2C(=CC=CC=2)CC(C(O)=O)C1.BrC1C=CC2N[C:45]([CH:47]3[CH2:56][C:55]4[C:50](=CC=CC=4)OC3)=[N:46]C=2C=1.